From a dataset of Catalyst prediction with 721,799 reactions and 888 catalyst types from USPTO. Predict which catalyst facilitates the given reaction. Reactant: [CH3:1][C:2]1[CH:3]=[C:4]2[C:8](=[CH:9][CH:10]=1)[NH:7][C:6](=[O:11])[C:5]2=O.[CH2:13]([SH:16])[CH2:14][SH:15].B(F)(F)F.CCOCC. Product: [CH3:1][C:2]1[CH:3]=[C:4]2[C:8](=[CH:9][CH:10]=1)[NH:7][C:6](=[O:11])[C:5]12[S:16][CH2:13][CH2:14][S:15]1. The catalyst class is: 52.